Dataset: Full USPTO retrosynthesis dataset with 1.9M reactions from patents (1976-2016). Task: Predict the reactants needed to synthesize the given product. (1) The reactants are: O[C@H:2](C)[C@H:3](NC(C1C=CC(C(C2C=CC=CC=2)=O)=CC=1)=O)C(OC)=O.NCCNCC(N[C:37]([C:39]1[CH:44]=[CH:43][C:42]([C:45]2[CH:50]=[CH:49][C:48]([CH2:51][CH3:52])=CC=2)=[CH:41][CH:40]=1)=[O:38])C(=O)NO.C1C[O:56]CC1. Given the product [C:49]1([C:50]#[C:45][C:42]2[CH:41]=[CH:40][C:39]([C:37]([OH:38])=[O:56])=[CH:44][CH:43]=2)[CH:48]=[CH:51][CH:52]=[CH:3][CH:2]=1, predict the reactants needed to synthesize it. (2) Given the product [CH2:1]([NH:3][CH2:11][CH2:12][CH2:13][N:14]1[CH2:19][CH2:18][O:17][CH2:16][CH2:15]1)[CH3:2], predict the reactants needed to synthesize it. The reactants are: [CH2:1]([N:3]([CH2:11][CH2:12][CH2:13][N:14]1[CH2:19][CH2:18][O:17][CH2:16][CH2:15]1)C(=O)OC(C)(C)C)[CH3:2].O1CCOCC1.O.[OH-].[Na+]. (3) Given the product [Cl:34][C:31]1[CH:30]=[CH:29][C:28]([CH2:27][C:16]2[C:13]3[C:14](=[O:15])[N:9]([CH2:8][CH2:7][CH2:6][OH:5])[C:10](=[O:36])[N:11]([CH3:35])[C:12]=3[S:18][C:17]=2[O:19][C:20]2[CH:25]=[CH:24][CH:23]=[C:22]([Cl:26])[CH:21]=2)=[CH:33][CH:32]=1, predict the reactants needed to synthesize it. The reactants are: FC(F)(F)C([O:5][CH2:6][CH2:7][CH2:8][N:9]1[C:14](=[O:15])[C:13]2[C:16]([CH2:27][C:28]3[CH:33]=[CH:32][C:31]([Cl:34])=[CH:30][CH:29]=3)=[C:17]([O:19][C:20]3[CH:25]=[CH:24][CH:23]=[C:22]([Cl:26])[CH:21]=3)[S:18][C:12]=2[N:11]([CH3:35])[C:10]1=[O:36])=O.O[Li].O. (4) Given the product [F:1][C:2]1[CH:7]=[CH:6][C:5]([I:15])=[CH:4][C:3]=1[O:9][CH3:10], predict the reactants needed to synthesize it. The reactants are: [F:1][C:2]1[CH:7]=[CH:6][C:5](N)=[CH:4][C:3]=1[O:9][CH3:10].N([O-])=O.[Na+].[I-:15].[K+]. (5) Given the product [C:1]([C:3]1[CH:18]=[CH:17][C:6]([CH:7]2[N:24]3[N:25]=[C:21]([O:20][CH3:19])[N:22]=[C:23]3[NH:26][C:14]([CH3:15])=[C:8]2[C:9]([O:11][CH2:12][CH3:13])=[O:10])=[CH:5][CH:4]=1)#[N:2], predict the reactants needed to synthesize it. The reactants are: [C:1]([C:3]1[CH:18]=[CH:17][C:6]([CH:7]=[C:8]([C:14](=O)[CH3:15])[C:9]([O:11][CH2:12][CH3:13])=[O:10])=[CH:5][CH:4]=1)#[N:2].[CH3:19][O:20][C:21]1[NH:25][N:24]=[C:23]([NH2:26])[N:22]=1.C(=O)(O)[O-].[Na+]. (6) Given the product [CH:7]1([C:10]2[NH:14][CH:13]=[C:12]([I:16])[N:11]=2)[CH2:9][CH2:8]1, predict the reactants needed to synthesize it. The reactants are: S([O-])([O-])=O.[Na+].[Na+].[CH:7]1([C:10]2[NH:11][C:12]([I:16])=[C:13](I)[N:14]=2)[CH2:9][CH2:8]1.